From a dataset of Acute oral toxicity (LD50) regression data from Zhu et al.. Regression/Classification. Given a drug SMILES string, predict its toxicity properties. Task type varies by dataset: regression for continuous values (e.g., LD50, hERG inhibition percentage) or binary classification for toxic/non-toxic outcomes (e.g., AMES mutagenicity, cardiotoxicity, hepatotoxicity). Dataset: ld50_zhu. (1) The drug is O=S(=O)(O)C(F)(F)C(F)(F)C(F)(F)C(F)(F)F. The rat oral LD50 is 2.84, given as -log10 of the dose in mol/kg body weight (higher means more acutely toxic). (2) The drug is CC(=O)Oc1ccccc1C(N)=O. The rat oral LD50 is 2.00, given as -log10 of the dose in mol/kg body weight (higher means more acutely toxic). (3) The drug is C=CCOC(=O)CC(C)C. The rat oral LD50 is 2.79, given as -log10 of the dose in mol/kg body weight (higher means more acutely toxic). (4) The compound is CCCCCCCCCCc1ccccc1S(=O)(=O)O. The rat oral LD50 is 2.11, given as -log10 of the dose in mol/kg body weight (higher means more acutely toxic). (5) The compound is CC1CC=CCC1C=O. The rat oral LD50 is 1.34, given as -log10 of the dose in mol/kg body weight (higher means more acutely toxic). (6) The rat oral LD50 is 2.65, given as -log10 of the dose in mol/kg body weight (higher means more acutely toxic). The drug is CCOc1ccc(Cl)cc1C(CN(C)C)C(C)CC. (7) The drug is BrCCBr. The rat oral LD50 is 3.24, given as -log10 of the dose in mol/kg body weight (higher means more acutely toxic). (8) The compound is C=CC(=O)OCCOCCCC. The rat oral LD50 is 1.42, given as -log10 of the dose in mol/kg body weight (higher means more acutely toxic).